This data is from Reaction yield outcomes from USPTO patents with 853,638 reactions. The task is: Predict the reaction yield, written as a fraction of the theoretical maximum amount of product (1.0 means a 100% yield; for example, 0.34 means a 34% yield). (1) The reactants are [F:1][C:2]1[CH:7]=[CH:6][CH:5]=[CH:4][C:3]=1[CH2:8][C:9]([OH:11])=O.[NH2:12][C:13]1[CH:17]=[C:16]([Cl:18])[N:15]([C:19]2[CH:24]=[CH:23][C:22]([O:25][CH3:26])=[CH:21][CH:20]=2)[C:14]=1[C:27]([O:29][CH2:30][CH3:31])=[O:28].C(Cl)CCl.C1C=CC2N(O)N=NC=2C=1.C(N(CC)CC)C. The catalyst is C(Cl)Cl. The product is [Cl:18][C:16]1[N:15]([C:19]2[CH:20]=[CH:21][C:22]([O:25][CH3:26])=[CH:23][CH:24]=2)[C:14]([C:27]([O:29][CH2:30][CH3:31])=[O:28])=[C:13]([NH:12][C:9](=[O:11])[CH2:8][C:3]2[CH:4]=[CH:5][CH:6]=[CH:7][C:2]=2[F:1])[CH:17]=1. The yield is 0.770. (2) The reactants are [N:1]1([CH2:15][C:16]2[N:20](C(OC(C)(C)C)=O)[C:19]3[CH:28]=[CH:29][CH:30]=[CH:31][C:18]=3[N:17]=2)[C@@H:14]2[C@@H:5]([CH2:6][CH2:7][C:8]3[C:13]2=[N:12][CH:11]=[CH:10][CH:9]=3)[CH2:4][CH2:3][CH2:2]1.FC(F)(F)C(O)=O. The catalyst is ClCCl. The product is [NH:17]1[C:18]2[CH:31]=[CH:30][CH:29]=[CH:28][C:19]=2[N:20]=[C:16]1[CH2:15][N:1]1[C@@H:14]2[C@@H:5]([CH2:6][CH2:7][C:8]3[C:13]2=[N:12][CH:11]=[CH:10][CH:9]=3)[CH2:4][CH2:3][CH2:2]1. The yield is 0.800. (3) The reactants are Cl.Cl.[NH2:3][CH2:4][C@@:5]1(O)[CH:10]2[CH2:11][CH2:12][N:7]([CH2:8][CH2:9]2)[CH2:6]1.[C:14]([O-])([O-])=O.[Cs+].[Cs+].ClC1N=C[N:24]=[C:23]([N:27]=[C:28](SC)[S:29][CH3:30])C=1.C[N:34]([CH3:37])[CH:35]=[O:36]. No catalyst specified. The product is [CH3:30][S:29][C:28]1[N:27]=[CH:23][N:24]=[C:37]([NH:34][C:35]2[O:36][C@:5]3([CH2:4][N:3]=2)[CH:10]2[CH2:11][CH2:12][N:7]([CH2:8][CH2:9]2)[CH2:6]3)[CH:14]=1. The yield is 0.482. (4) The reactants are [CH:1]1([NH:7][C:8]2[N:16]=[C:15](I)[N:14]=[C:13]3[C:9]=2[N:10]=[CH:11][N:12]3[C@@H:18]2[O:22][C@H:21]([C:23]([NH:25][CH2:26][CH3:27])=[O:24])[C@@H:20]([OH:28])[C@H:19]2[OH:29])[CH2:6][CH2:5][CH2:4][CH2:3][CH2:2]1.[N:30]1([CH2:36][CH2:37][NH2:38])[CH2:35][CH2:34][CH2:33][CH2:32][CH2:31]1.[C]=O.C1C[O:44][CH2:43]C1. The catalyst is C1C=CC([P]([Pd]([P](C2C=CC=CC=2)(C2C=CC=CC=2)C2C=CC=CC=2)([P](C2C=CC=CC=2)(C2C=CC=CC=2)C2C=CC=CC=2)[P](C2C=CC=CC=2)(C2C=CC=CC=2)C2C=CC=CC=2)(C2C=CC=CC=2)C2C=CC=CC=2)=CC=1. The product is [CH:1]1([NH:7][C:8]2[N:16]=[C:15]([C:43]([NH:38][CH2:37][CH2:36][N:30]3[CH2:35][CH2:34][CH2:33][CH2:32][CH2:31]3)=[O:44])[N:14]=[C:13]3[C:9]=2[N:10]=[CH:11][N:12]3[C@H:18]2[C@H:19]([OH:29])[C@H:20]([OH:28])[C@@H:21]([C:23]([NH:25][CH2:26][CH3:27])=[O:24])[O:22]2)[CH2:6][CH2:5][CH2:4][CH2:3][CH2:2]1. The yield is 0.580. (5) The reactants are C[O:2][C:3]1[CH:21]=[CH:20][C:6]2[C:7]([C:10]3[CH:15]=[CH:14][C:13]([C:16]([F:19])([F:18])[F:17])=[CH:12][CH:11]=3)=[N:8][S:9][C:5]=2[CH:4]=1. The catalyst is C(O)(=O)C.Br. The product is [F:19][C:16]([F:17])([F:18])[C:13]1[CH:12]=[CH:11][C:10]([C:7]2[C:6]3[CH:20]=[CH:21][C:3]([OH:2])=[CH:4][C:5]=3[S:9][N:8]=2)=[CH:15][CH:14]=1. The yield is 0.830. (6) The reactants are [F:1][C:2]([F:22])([F:21])[O:3][C:4]1[CH:9]=[CH:8][C:7]([S:10]([N:13]2[CH2:18][CH2:17][CH:16]([O:19][NH2:20])[CH2:15][CH2:14]2)(=[O:12])=[O:11])=[CH:6][CH:5]=1.[C:23](Cl)(=[O:29])OC(Cl)(Cl)Cl.[F:31][C:32]1[CH:33]=[C:34]([CH:36]=[CH:37][CH:38]=1)[NH2:35].C(N(CC)C(C)C)(C)C. The catalyst is O1CCCC1. The product is [F:31][C:32]1[CH:33]=[C:34]([NH:35][C:23]([NH:20][O:19][CH:16]2[CH2:17][CH2:18][N:13]([S:10]([C:7]3[CH:6]=[CH:5][C:4]([O:3][C:2]([F:1])([F:21])[F:22])=[CH:9][CH:8]=3)(=[O:11])=[O:12])[CH2:14][CH2:15]2)=[O:29])[CH:36]=[CH:37][CH:38]=1. The yield is 0.650. (7) The product is [CH3:1][O:2][C:3]1[CH:4]=[C:5]([C:11]([N+:30]([O-:32])=[O:31])=[CH:12][C:13]=1[O:14][CH2:15][CH:16]1[CH2:17][CH2:18][N:19]([CH3:22])[CH2:20][CH2:21]1)[C:6]([O:8][CH2:9][CH3:10])=[O:7]. The yield is 0.820. The catalyst is C(Cl)Cl. The reactants are [CH3:1][O:2][C:3]1[CH:4]=[C:5]([CH:11]=[CH:12][C:13]=1[O:14][CH2:15][CH:16]1[CH2:21][CH2:20][N:19]([CH3:22])[CH2:18][CH2:17]1)[C:6]([O:8][CH2:9][CH3:10])=[O:7].C(O)(C(F)(F)F)=O.[N+:30]([O-])([OH:32])=[O:31].